Dataset: Full USPTO retrosynthesis dataset with 1.9M reactions from patents (1976-2016). Task: Predict the reactants needed to synthesize the given product. (1) Given the product [Cl:1][C:2]1[CH:3]=[CH:4][C:5]([C:8]2[S:9][C:10]([CH:13]([OH:14])[CH3:15])=[CH:11][N:12]=2)=[CH:6][CH:7]=1, predict the reactants needed to synthesize it. The reactants are: [Cl:1][C:2]1[CH:7]=[CH:6][C:5]([C:8]2[S:9][C:10]([CH:13]=[O:14])=[CH:11][N:12]=2)=[CH:4][CH:3]=1.[CH3:15][Mg]Cl. (2) The reactants are: [F:1][C:2]1[CH:7]=[C:6]([N+:8]([O-:10])=[O:9])[CH:5]=[CH:4][C:3]=1[OH:11].[F:12][C:13]1[CH:14]=[C:15]([CH:18]=[CH:19][CH:20]=1)[CH2:16]Br.C(=O)([O-])[O-].[K+].[K+].O. Given the product [F:1][C:2]1[CH:7]=[C:6]([N+:8]([O-:10])=[O:9])[CH:5]=[CH:4][C:3]=1[O:11][CH2:16][C:15]1[CH:18]=[CH:19][CH:20]=[C:13]([F:12])[CH:14]=1, predict the reactants needed to synthesize it. (3) Given the product [Cl:12][C:3]1[CH:4]=[C:5]([OH:11])[CH:6]=[C:7]([N+:8]([O-:10])=[O:9])[C:2]=1[NH:1][C:27]([CH:24]1[CH2:25][CH2:26][O:22][CH2:23]1)=[O:28], predict the reactants needed to synthesize it. The reactants are: [NH2:1][C:2]1[C:7]([N+:8]([O-:10])=[O:9])=[CH:6][C:5]([OH:11])=[CH:4][C:3]=1[Cl:12].CCN(C(C)C)C(C)C.[O:22]1[CH2:26][CH2:25][CH:24]([C:27](Cl)=[O:28])[CH2:23]1.